Task: Predict the product of the given reaction.. Dataset: Forward reaction prediction with 1.9M reactions from USPTO patents (1976-2016) Given the reactants Cl.Br[C:3]1[CH:4]=[C:5]2[C:10](=[CH:11][C:12]=1[O:13][CH3:14])[N:9]=[N:8][C:7]([C:15]([NH2:17])=[O:16])=[C:6]2[NH:18][C:19]1[CH:24]=[CH:23][C:22]([CH3:25])=[CH:21][C:20]=1[F:26].CC1(C)C(C)(C)OB([C:35]2[CH2:40][CH2:39][N:38]([C:41]([O:43][C:44]([CH3:47])([CH3:46])[CH3:45])=[O:42])[CH2:37][CH:36]=2)O1.P([O-])([O-])([O-])=O.[K+].[K+].[K+].C1(P(C2CCCCC2)C2C=CC=CC=2C2C(OC)=CC=CC=2OC)CCCCC1, predict the reaction product. The product is: [NH2:17][C:15]([C:7]1[N:8]=[N:9][C:10]2[C:5]([C:6]=1[NH:18][C:19]1[CH:24]=[CH:23][C:22]([CH3:25])=[CH:21][C:20]=1[F:26])=[CH:4][C:3]([C:35]1[CH2:40][CH2:39][N:38]([C:41]([O:43][C:44]([CH3:47])([CH3:46])[CH3:45])=[O:42])[CH2:37][CH:36]=1)=[C:12]([O:13][CH3:14])[CH:11]=2)=[O:16].